This data is from Full USPTO retrosynthesis dataset with 1.9M reactions from patents (1976-2016). The task is: Predict the reactants needed to synthesize the given product. Given the product [O:20]=[C:19]([N:21]1[CH2:22][CH2:23][N:24]([C:27](=[O:38])[C:28]2[CH:33]=[CH:32][CH:31]=[CH:30][C:29]=2[C:34]([F:37])([F:35])[F:36])[CH2:25][CH2:26]1)[CH2:18][NH:17][C:70]([C:69]1[CH:68]=[C:67]([C:61]2[CH:66]=[CH:65][CH:64]=[CH:63][CH:62]=2)[CH:75]=[CH:74][CH:73]=1)=[O:71], predict the reactants needed to synthesize it. The reactants are: CCN(C(C)C)C(C)C.OC(C(F)(F)F)=O.[NH2:17][CH2:18][C:19]([N:21]1[CH2:26][CH2:25][N:24]([C:27](=[O:38])[C:28]2[CH:33]=[CH:32][CH:31]=[CH:30][C:29]=2[C:34]([F:37])([F:36])[F:35])[CH2:23][CH2:22]1)=[O:20].C1C=CC2N(O)N=NC=2C=1.CCN=C=NCCCN(C)C.Cl.[C:61]1([C:67]2[CH:68]=[C:69]([CH:73]=[CH:74][CH:75]=2)[C:70](O)=[O:71])[CH:66]=[CH:65][CH:64]=[CH:63][CH:62]=1.